From a dataset of Ames mutagenicity test results for genotoxicity prediction. Regression/Classification. Given a drug SMILES string, predict its toxicity properties. Task type varies by dataset: regression for continuous values (e.g., LD50, hERG inhibition percentage) or binary classification for toxic/non-toxic outcomes (e.g., AMES mutagenicity, cardiotoxicity, hepatotoxicity). Dataset: ames. The molecule is O=C1OCC(CCl)=C1Br. The result is 1 (mutagenic).